This data is from Full USPTO retrosynthesis dataset with 1.9M reactions from patents (1976-2016). The task is: Predict the reactants needed to synthesize the given product. (1) Given the product [Cl:25][C:26]1[C:31]([C:32]([NH:24][C:21]2[CH:22]=[C:23]3[C:15]([O:14][CH3:13])=[N:16][NH:17][C:18]3=[N:19][CH:20]=2)=[O:33])=[C:30]([F:35])[C:29]([OH:36])=[CH:28][CH:27]=1, predict the reactants needed to synthesize it. The reactants are: Cl.C(N=C=NCCCN(C)C)C.[CH3:13][O:14][C:15]1[C:23]2[C:18](=[N:19][CH:20]=[C:21]([NH2:24])[CH:22]=2)[NH:17][N:16]=1.[Cl:25][C:26]1[C:31]([C:32](O)=[O:33])=[C:30]([F:35])[C:29]([OH:36])=[CH:28][CH:27]=1. (2) Given the product [F:27][C:2]([F:1])([F:26])[O:3][C:4]1[CH:9]=[CH:8][C:7]([N:10]2[CH:14]=[N:13][C:12]([C:15]3[CH:20]=[CH:19][C:18]([CH2:21][C:22]([OH:24])=[O:23])=[CH:17][CH:16]=3)=[N:11]2)=[CH:6][CH:5]=1, predict the reactants needed to synthesize it. The reactants are: [F:1][C:2]([F:27])([F:26])[O:3][C:4]1[CH:9]=[CH:8][C:7]([N:10]2[CH:14]=[N:13][C:12]([C:15]3[CH:20]=[CH:19][C:18]([CH2:21][C:22]([O:24]C)=[O:23])=[CH:17][CH:16]=3)=[N:11]2)=[CH:6][CH:5]=1.O.[OH-].[Li+]. (3) Given the product [NH2:25][C:13]1[N:14]([CH3:17])[C:15](=[O:16])[C:11]2([C:4]3[C:5](=[CH:6][CH:7]=[C:2]([Br:1])[CH:3]=3)[O:8][CH:9]([C:20]3[S:21][CH:22]=[CH:23][CH:24]=3)[CH2:10]2)[N:12]=1, predict the reactants needed to synthesize it. The reactants are: [Br:1][C:2]1[CH:3]=[C:4]2[C:11]3([C:15](=[O:16])[N:14]([CH3:17])[C:13](SC)=[N:12]3)[CH2:10][CH:9]([C:20]3[S:21][CH:22]=[CH:23][CH:24]=3)[O:8][C:5]2=[CH:6][CH:7]=1.[NH4+:25].[I-].N.CCO. (4) Given the product [Br:1][C:2]1[CH:10]=[C:9]([F:11])[CH:8]=[C:7]2[C:3]=1[CH2:4][C:5]([CH3:13])=[CH:6]2, predict the reactants needed to synthesize it. The reactants are: [Br:1][C:2]1[CH:10]=[C:9]([F:11])[CH:8]=[C:7]2[C:3]=1[CH2:4][CH:5]([CH3:13])[C:6]2=O.C1COCC1.CO.[BH4-].[Na+]. (5) Given the product [CH3:23][CH:22]([CH3:24])[CH:17]([N:12]1[CH2:11][C:10]2[C:14](=[CH:15][CH:16]=[C:8]([C:5]3[CH:4]=[CH:3][C:2]([NH:1][C:34]([NH:33][C:28]4[CH:29]=[CH:30][CH:31]=[CH:32][C:27]=4[C:26]([F:25])([F:36])[F:37])=[O:35])=[CH:7][CH:6]=3)[CH:9]=2)[CH2:13]1)[C:18]([O:20][CH3:21])=[O:19], predict the reactants needed to synthesize it. The reactants are: [NH2:1][C:2]1[CH:7]=[CH:6][C:5]([C:8]2[CH:9]=[C:10]3[C:14](=[CH:15][CH:16]=2)[CH2:13][N:12]([CH:17]([CH:22]([CH3:24])[CH3:23])[C:18]([O:20][CH3:21])=[O:19])[CH2:11]3)=[CH:4][CH:3]=1.[F:25][C:26]([F:37])([F:36])[C:27]1[CH:32]=[CH:31][CH:30]=[CH:29][C:28]=1[N:33]=[C:34]=[O:35].